This data is from Reaction yield outcomes from USPTO patents with 853,638 reactions. The task is: Predict the reaction yield, written as a fraction of the theoretical maximum amount of product (1.0 means a 100% yield; for example, 0.34 means a 34% yield). The reactants are [C:1]([C:5]1[CH:10]=[CH:9][C:8]([C:11]([C:13]2[NH:14][CH:15]=[CH:16][CH:17]=2)=[O:12])=[CH:7][CH:6]=1)([CH3:4])([CH3:3])[CH3:2].Br[CH2:19][CH2:20][CH2:21][C:22]([O:24][CH3:25])=[O:23].C([O-])([O-])=O.[Cs+].[Cs+]. The catalyst is CN(C=O)C.O. The product is [C:1]([C:5]1[CH:10]=[CH:9][C:8]([C:11]([C:13]2[N:14]([CH2:19][CH2:20][CH2:21][C:22]([O:24][CH3:25])=[O:23])[CH:15]=[CH:16][CH:17]=2)=[O:12])=[CH:7][CH:6]=1)([CH3:4])([CH3:2])[CH3:3]. The yield is 0.790.